This data is from Forward reaction prediction with 1.9M reactions from USPTO patents (1976-2016). The task is: Predict the product of the given reaction. (1) Given the reactants [NH2:1][C:2]1[CH:3]=[C:4]([CH:8]=[CH:9][C:10]=1[Cl:11])[C:5]([OH:7])=[O:6].S(Cl)(Cl)=O.[CH3:16]O, predict the reaction product. The product is: [CH3:16][O:6][C:5](=[O:7])[C:4]1[CH:8]=[CH:9][C:10]([Cl:11])=[C:2]([NH2:1])[CH:3]=1. (2) Given the reactants N[C:2]1[CH:3]=[C:4]([S:8]([NH2:11])(=[O:10])=[O:9])[CH:5]=[CH:6][CH:7]=1.N([O-])=[O:13].[Na+], predict the reaction product. The product is: [OH:13][C:2]1[CH:3]=[C:4]([S:8]([NH2:11])(=[O:10])=[O:9])[CH:5]=[CH:6][CH:7]=1. (3) Given the reactants [Cl:1][C:2]1[CH:7]=[CH:6][C:5]([C:8]2[C:9]([O:17][CH2:18][C:19]([F:22])([F:21])[F:20])=[N:10][CH:11]=[C:12]([CH:16]=2)[C:13]([OH:15])=O)=[CH:4][CH:3]=1.Cl.[F:24][C:25]([F:34])([F:33])[C:26]1[O:30][N:29]=[C:28]([CH2:31][NH2:32])[CH:27]=1, predict the reaction product. The product is: [Cl:1][C:2]1[CH:3]=[CH:4][C:5]([C:8]2[C:9]([O:17][CH2:18][C:19]([F:21])([F:22])[F:20])=[N:10][CH:11]=[C:12]([CH:16]=2)[C:13]([NH:32][CH2:31][C:28]2[CH:27]=[C:26]([C:25]([F:34])([F:33])[F:24])[O:30][N:29]=2)=[O:15])=[CH:6][CH:7]=1. (4) The product is: [C:32]([O:36][C:37]([N:39]([CH2:41][CH2:42][CH2:43][N:8]1[CH2:9][CH2:10][CH:11]([CH2:14][N:15]2[C:23]([O:24][CH3:25])=[N:22][C:21]3[C:16]2=[N:17][C:18]([O:27][CH2:28][CH2:29][O:30][CH3:31])=[N:19][C:20]=3[NH2:26])[CH2:12][CH2:13]1)[CH3:40])=[O:38])([CH3:35])([CH3:34])[CH3:33]. Given the reactants C(OC([N:8]1[CH2:13][CH2:12][CH:11]([CH2:14][N:15]2[C:23]([O:24][CH3:25])=[N:22][C:21]3[C:16]2=[N:17][C:18]([O:27][CH2:28][CH2:29][O:30][CH3:31])=[N:19][C:20]=3[NH2:26])[CH2:10][CH2:9]1)=O)(C)(C)C.[C:32]([O:36][C:37]([N:39]([CH2:41][CH2:42][CH2:43]Cl)[CH3:40])=[O:38])([CH3:35])([CH3:34])[CH3:33].C(=O)([O-])[O-].[K+].[K+], predict the reaction product. (5) Given the reactants C1(C)C=CC(S([CH2:10][N+:11]#[C-:12])(=O)=O)=CC=1.[C:14]([O:19][CH2:20][CH3:21])(=[O:18])/[CH:15]=[CH:16]/[CH3:17].CC(C)([O-])C.[K+], predict the reaction product. The product is: [CH3:17][C:16]1[C:15]([C:14]([O:19][CH2:20][CH3:21])=[O:18])=[CH:10][NH:11][CH:12]=1.